Task: Regression. Given two drug SMILES strings and cell line genomic features, predict the synergy score measuring deviation from expected non-interaction effect.. Dataset: NCI-60 drug combinations with 297,098 pairs across 59 cell lines (1) Drug 1: C1=CC=C(C(=C1)C(C2=CC=C(C=C2)Cl)C(Cl)Cl)Cl. Drug 2: CN(CC1=CN=C2C(=N1)C(=NC(=N2)N)N)C3=CC=C(C=C3)C(=O)NC(CCC(=O)O)C(=O)O. Cell line: HCT-15. Synergy scores: CSS=36.4, Synergy_ZIP=3.37, Synergy_Bliss=3.56, Synergy_Loewe=-58.7, Synergy_HSA=0.928. (2) Drug 1: CC12CCC3C(C1CCC2=O)CC(=C)C4=CC(=O)C=CC34C. Drug 2: CC1=CC=C(C=C1)C2=CC(=NN2C3=CC=C(C=C3)S(=O)(=O)N)C(F)(F)F. Cell line: COLO 205. Synergy scores: CSS=46.7, Synergy_ZIP=0.854, Synergy_Bliss=-4.12, Synergy_Loewe=-5.99, Synergy_HSA=-5.89. (3) Drug 1: CCC1(C2=C(COC1=O)C(=O)N3CC4=CC5=C(C=CC(=C5CN(C)C)O)N=C4C3=C2)O.Cl. Drug 2: CC1C(C(CC(O1)OC2CC(CC3=C2C(=C4C(=C3O)C(=O)C5=CC=CC=C5C4=O)O)(C(=O)C)O)N)O. Cell line: RXF 393. Synergy scores: CSS=71.6, Synergy_ZIP=4.27, Synergy_Bliss=8.46, Synergy_Loewe=10.6, Synergy_HSA=11.3.